This data is from Reaction yield outcomes from USPTO patents with 853,638 reactions. The task is: Predict the reaction yield, written as a fraction of the theoretical maximum amount of product (1.0 means a 100% yield; for example, 0.34 means a 34% yield). (1) The reactants are [F:1][C:2]1[CH:3]=[C:4]2[C:8](=[CH:9][CH:10]=1)[NH:7][CH:6]=[CH:5]2.[CH:11](=O)[CH2:12][CH2:13][CH3:14]. No catalyst specified. The product is [F:1][C:2]1[CH:3]=[C:4]2[C:8](=[CH:9][CH:10]=1)[NH:7][CH:6]=[C:5]2[CH:11]([C:5]1[C:4]2[C:8](=[CH:9][CH:10]=[C:2]([F:1])[CH:3]=2)[NH:7][CH:6]=1)[CH2:12][CH2:13][CH3:14]. The yield is 0.450. (2) The reactants are [NH2:1][C:2]1[C:7]([CH3:8])=[C:6]([O:9][CH3:10])[CH:5]=[CH:4][C:3]=1[C:11]([CH3:13])=[O:12].[CH:14]([C:17]1[N:18]=[C:19]([C:22](Cl)=[O:23])[S:20][CH:21]=1)([CH3:16])[CH3:15]. The catalyst is O1CCOCC1. The product is [CH:14]([C:17]1[N:18]=[C:19]([C:22]([NH:1][C:2]2[C:7]([CH3:8])=[C:6]([O:9][CH3:10])[CH:5]=[CH:4][C:3]=2[C:11](=[O:12])[CH3:13])=[O:23])[S:20][CH:21]=1)([CH3:16])[CH3:15]. The yield is 0.900. (3) The reactants are Cl.[NH:2]1[CH2:5][CH:4]([C:6]2[C:15]([C:16]3[CH:17]=[C:18]([CH3:22])[CH:19]=[CH:20][CH:21]=3)=[N:14][C:13]3[C:8](=[CH:9][CH:10]=[CH:11][CH:12]=3)[N:7]=2)[CH2:3]1.Cl[C:24]1[CH:33]=[CH:32][C:31]2[C:26](=[CH:27][CH:28]=[CH:29][CH:30]=2)[N:25]=1.C([O-])([O-])=O.[Cs+].[Cs+]. The catalyst is CN(C=O)C.O. The product is [N:25]1[C:26]2[C:31](=[CH:30][CH:29]=[CH:28][CH:27]=2)[CH:32]=[CH:33][C:24]=1[N:2]1[CH2:5][CH:4]([C:6]2[C:15]([C:16]3[CH:17]=[C:18]([CH3:22])[CH:19]=[CH:20][CH:21]=3)=[N:14][C:13]3[C:8](=[CH:9][CH:10]=[CH:11][CH:12]=3)[N:7]=2)[CH2:3]1. The yield is 0.637. (4) The reactants are [NH2:1][C:2]1[CH:3]=[C:4]([CH:8]=[C:9]2[CH2:14][CH2:13][CH:12]([NH:15][C:16]([C:18]3[CH:19]=[N:20][CH:21]=[CH:22][CH:23]=3)=[O:17])[CH2:11][CH2:10]2)[CH:5]=[CH:6][CH:7]=1.Cl[C:25]1[CH:30]=[CH:29][C:28]([C:31]([F:34])([F:33])[F:32])=[CH:27][N:26]=1.CC(C1C=C(C(C)C)C(C2C=CC=CC=2P(C2CCCCC2)C2CCCCC2)=C(C(C)C)C=1)C.C(=O)([O-])[O-].[Cs+].[Cs+]. The catalyst is C1C=CC(/C=C/C(/C=C/C2C=CC=CC=2)=O)=CC=1.C1C=CC(/C=C/C(/C=C/C2C=CC=CC=2)=O)=CC=1.C1C=CC(/C=C/C(/C=C/C2C=CC=CC=2)=O)=CC=1.[Pd].[Pd].C1(C)C=CC=CC=1. The product is [F:32][C:31]([F:34])([F:33])[C:28]1[CH:29]=[CH:30][C:25]([NH:1][C:2]2[CH:3]=[C:4]([CH:8]=[C:9]3[CH2:14][CH2:13][CH:12]([NH:15][C:16]([C:18]4[CH:19]=[N:20][CH:21]=[CH:22][CH:23]=4)=[O:17])[CH2:11][CH2:10]3)[CH:5]=[CH:6][CH:7]=2)=[N:26][CH:27]=1. The yield is 0.0300. (5) The reactants are C1(P(C2C=CC=CC=2)C2C=CC=CC=2)C=CC=CC=1.[C:20]([O:24][C:25]([N:27]1[CH2:33][CH2:32][CH:31]([N:34]=[N+]=[N-])[CH:30]([OH:37])[CH2:29][N:28]1[C:38]([O:40][CH2:41][C:42]1[CH:47]=[CH:46][CH:45]=[CH:44][CH:43]=1)=[O:39])=[O:26])([CH3:23])([CH3:22])[CH3:21].O.[C:49]([NH:66][C@H:67]([C:72](O)=[O:73])[CH2:68][CH:69]([CH3:71])[CH3:70])([O:51][CH2:52][CH:53]1[C:65]2[C:60](=[CH:61][CH:62]=[CH:63][CH:64]=2)[C:59]2[C:54]1=[CH:55][CH:56]=[CH:57][CH:58]=2)=[O:50].ON1C2C=CC=CC=2N=N1.Cl.CN(C)CCCN=C=NCC.C(N(CC)C(C)C)(C)C. The catalyst is C1COCC1.O. The product is [C:20]([O:24][C:25]([N:27]1[CH2:33][CH2:32][CH:31]([NH:34][C:72](=[O:73])[C@@H:67]([NH:66][C:49]([O:51][CH2:52][CH:53]2[C:54]3[CH:55]=[CH:56][CH:57]=[CH:58][C:59]=3[C:60]3[C:65]2=[CH:64][CH:63]=[CH:62][CH:61]=3)=[O:50])[CH2:68][CH:69]([CH3:71])[CH3:70])[CH:30]([OH:37])[CH2:29][N:28]1[C:38]([O:40][CH2:41][C:42]1[CH:47]=[CH:46][CH:45]=[CH:44][CH:43]=1)=[O:39])=[O:26])([CH3:23])([CH3:22])[CH3:21]. The yield is 0.790. (6) The reactants are C(OC([N:8]1[CH2:12][CH2:11][CH2:10][C@H:9]1[CH2:13][NH:14][C:15]1[CH:20]=[CH:19][C:18]([C:21]2[CH:26]=[CH:25][CH:24]=[CH:23][CH:22]=2)=[CH:17][C:16]=1[O:27][C:28]1[CH:33]=[CH:32][C:31]([O:34][CH3:35])=[CH:30][CH:29]=1)=O)(C)(C)C.C(O)(C(F)(F)F)=O. The catalyst is C(Cl)Cl. The product is [CH3:35][O:34][C:31]1[CH:30]=[CH:29][C:28]([O:27][C:16]2[CH:17]=[C:18]([C:21]3[CH:22]=[CH:23][CH:24]=[CH:25][CH:26]=3)[CH:19]=[CH:20][C:15]=2[NH:14][CH2:13][C@@H:9]2[CH2:10][CH2:11][CH2:12][NH:8]2)=[CH:33][CH:32]=1. The yield is 0.0900. (7) The reactants are [F:1][C:2]([F:38])([F:37])[C:3]1[CH:4]=[C:5]([CH:34]=[CH:35][CH:36]=1)[C:6]([NH:8][C:9]1[CH:10]=[C:11]([CH:31]=[CH:32][CH:33]=1)[O:12][C:13]1[CH:14]=[CH:15][C:16]2[N:17]([CH:19]=[C:20]([NH:22][C:23](=[O:30])OCC(Cl)(Cl)Cl)[N:21]=2)[N:18]=1)=[O:7].[NH:39]1[CH2:44][CH2:43][O:42][CH2:41][CH2:40]1.C(N(C(C)C)C(C)C)(C)C.C(=O)([O-])O.[Na+]. The catalyst is CS(C)=O. The product is [F:37][C:2]([F:1])([F:38])[C:3]1[CH:4]=[C:5]([CH:34]=[CH:35][CH:36]=1)[C:6]([NH:8][C:9]1[CH:10]=[C:11]([CH:31]=[CH:32][CH:33]=1)[O:12][C:13]1[CH:14]=[CH:15][C:16]2[N:17]([CH:19]=[C:20]([NH:22][C:23]([N:39]3[CH2:44][CH2:43][O:42][CH2:41][CH2:40]3)=[O:30])[N:21]=2)[N:18]=1)=[O:7]. The yield is 0.730.